Dataset: NCI-60 drug combinations with 297,098 pairs across 59 cell lines. Task: Regression. Given two drug SMILES strings and cell line genomic features, predict the synergy score measuring deviation from expected non-interaction effect. (1) Synergy scores: CSS=47.1, Synergy_ZIP=2.37, Synergy_Bliss=3.01, Synergy_Loewe=-56.2, Synergy_HSA=0.169. Cell line: HS 578T. Drug 2: CN(CC1=CN=C2C(=N1)C(=NC(=N2)N)N)C3=CC=C(C=C3)C(=O)NC(CCC(=O)O)C(=O)O. Drug 1: C1=CC=C(C(=C1)C(C2=CC=C(C=C2)Cl)C(Cl)Cl)Cl. (2) Drug 1: CC(C1=C(C=CC(=C1Cl)F)Cl)OC2=C(N=CC(=C2)C3=CN(N=C3)C4CCNCC4)N. Drug 2: C(CN)CNCCSP(=O)(O)O. Cell line: HL-60(TB). Synergy scores: CSS=21.7, Synergy_ZIP=13.2, Synergy_Bliss=10.3, Synergy_Loewe=-13.2, Synergy_HSA=5.15.